Task: Predict the product of the given reaction.. Dataset: Forward reaction prediction with 1.9M reactions from USPTO patents (1976-2016) (1) Given the reactants [NH2:1][CH2:2][C:3]1[CH:4]=[CH:5][C:6]([N:10]2[CH2:14][CH2:13][C:12]([C:19]3[CH:24]=[C:23]([C:25]([F:28])([F:27])[F:26])[CH:22]=[C:21]([C:29]([F:32])([F:31])[F:30])[CH:20]=3)([C:15]([F:18])([F:17])[F:16])[CH:11]2[OH:33])=[N:7][C:8]=1[Br:9].[F:34][C:35]([F:41])([F:40])[CH2:36][C:37](O)=[O:38].Cl.C(N=C=NCCCN(C)C)C, predict the reaction product. The product is: [F:28][C:25]([F:26])([F:27])[C:23]1[CH:24]=[C:19]([C:12]2([C:15]([F:17])([F:18])[F:16])[CH2:13][CH2:14][N:10]([C:6]3[N:7]=[C:8]([Br:9])[C:3]([CH2:2][NH:1][C:37](=[O:38])[CH2:36][C:35]([F:41])([F:40])[F:34])=[CH:4][CH:5]=3)[CH:11]2[OH:33])[CH:20]=[C:21]([C:29]([F:32])([F:31])[F:30])[CH:22]=1. (2) Given the reactants [C:1]([O:5][C:6]([N:8]1[CH2:14][CH2:13][C:12]2[C:15]([CH:20]=[CH:21][CH2:22][CH2:23][CH2:24][NH:25][C:26]([CH:28]3[CH2:32][CH2:31][CH2:30][CH2:29]3)=[O:27])=[C:16]([Cl:19])[CH:17]=[CH:18][C:11]=2[CH2:10][CH2:9]1)=[O:7])([CH3:4])([CH3:3])[CH3:2].[H][H], predict the reaction product. The product is: [C:1]([O:5][C:6]([N:8]1[CH2:14][CH2:13][C:12]2[C:15]([CH2:20][CH2:21][CH2:22][CH2:23][CH2:24][NH:25][C:26]([CH:28]3[CH2:29][CH2:30][CH2:31][CH2:32]3)=[O:27])=[C:16]([Cl:19])[CH:17]=[CH:18][C:11]=2[CH2:10][CH2:9]1)=[O:7])([CH3:4])([CH3:2])[CH3:3].